This data is from Forward reaction prediction with 1.9M reactions from USPTO patents (1976-2016). The task is: Predict the product of the given reaction. (1) The product is: [Cl:1][C:2]1[C:3]([C:4]([NH:12][C:13]2[CH:18]=[CH:17][C:16]([N:19]([CH2:27][CH2:28][C:29]3[CH:34]=[CH:33][CH:32]=[CH:31][N:30]=3)[C:20](=[O:26])[O:21][C:22]([CH3:24])([CH3:25])[CH3:23])=[CH:15][CH:14]=2)=[O:6])=[CH:7][CH:8]=[C:9]([CH3:11])[N:10]=1. Given the reactants [Cl:1][C:2]1[N:10]=[C:9]([CH3:11])[CH:8]=[CH:7][C:3]=1[C:4]([OH:6])=O.[NH2:12][C:13]1[CH:18]=[CH:17][C:16]([N:19]([CH2:27][CH2:28][C:29]2[CH:34]=[CH:33][CH:32]=[CH:31][N:30]=2)[C:20](=[O:26])[O:21][C:22]([CH3:25])([CH3:24])[CH3:23])=[CH:15][CH:14]=1.O.ON1C2C=CC=CC=2N=N1.CN(C)CCCN=C=NCC, predict the reaction product. (2) Given the reactants [C:1]([C:5]1[CH:6]=[C:7]([CH2:22][OH:23])[C:8]([O:20][CH3:21])=[C:9]([NH:11][C:12](=[O:19])OCC(Cl)(Cl)Cl)[CH:10]=1)([CH3:4])([CH3:3])[CH3:2].[NH2:24][C@@H:25]1[CH2:33][C:32]2[C:27](=[CH:28][CH:29]=[CH:30][C:31]=2[F:34])[C@@H:26]1[OH:35].C(O)(=O)[C@@H]([C@H](C(O)=O)O)O, predict the reaction product. The product is: [C:1]([C:5]1[CH:6]=[C:7]([CH2:22][OH:23])[C:8]([O:20][CH3:21])=[C:9]([NH:11][C:12]([NH:24][C@@H:25]2[CH2:33][C:32]3[C:27](=[CH:28][CH:29]=[CH:30][C:31]=3[F:34])[C@@H:26]2[OH:35])=[O:19])[CH:10]=1)([CH3:2])([CH3:3])[CH3:4]. (3) Given the reactants O[CH:2]([C:26]1[CH:31]=[CH:30][CH:29]=[CH:28][C:27]=1[CH3:32])[C:3]1[CH:4]=[C:5]([CH:21]=[CH:22][C:23]=1[O:24][CH3:25])[C:6]([NH:8][C:9]1([C:18]([OH:20])=[O:19])[CH2:17][C:16]2[C:11](=[CH:12][CH:13]=[CH:14][CH:15]=2)[CH2:10]1)=[O:7].[H][H], predict the reaction product. The product is: [CH3:25][O:24][C:23]1[CH:22]=[CH:21][C:5]([C:6]([NH:8][C:9]2([C:18]([OH:20])=[O:19])[CH2:17][C:16]3[C:11](=[CH:12][CH:13]=[CH:14][CH:15]=3)[CH2:10]2)=[O:7])=[CH:4][C:3]=1[CH2:2][C:26]1[CH:31]=[CH:30][CH:29]=[CH:28][C:27]=1[CH3:32]. (4) Given the reactants [CH:1]1([CH2:4][N:5]([CH2:15][CH2:16][CH3:17])[C:6]2[N:11]=[CH:10][N:9]=[C:8]([C:12]([OH:14])=O)[CH:7]=2)[CH2:3][CH2:2]1.C(N(C(C)C)CC)(C)C.ClC(OC)=O.[F:32][C:33]1[CH:34]=[C:35]([CH:37]=[CH:38][C:39]=1[N:40]1[CH2:45][CH2:44][O:43][CH2:42][CH2:41]1)[NH2:36], predict the reaction product. The product is: [CH:1]1([CH2:4][N:5]([CH2:15][CH2:16][CH3:17])[C:6]2[N:11]=[CH:10][N:9]=[C:8]([C:12]([NH:36][C:35]3[CH:37]=[CH:38][C:39]([N:40]4[CH2:41][CH2:42][O:43][CH2:44][CH2:45]4)=[C:33]([F:32])[CH:34]=3)=[O:14])[CH:7]=2)[CH2:2][CH2:3]1. (5) Given the reactants [Cl:1][C:2]1[CH:21]=[CH:20][C:5]([C:6]([C@@H:8]2[CH2:12][CH2:11][N:10]([C:13]([O:15][C:16]([CH3:19])([CH3:18])[CH3:17])=[O:14])[CH2:9]2)=[O:7])=[CH:4][C:3]=1[F:22].C([BH-](C(CC)C)C(CC)C)(CC)C.[Li+].O, predict the reaction product. The product is: [Cl:1][C:2]1[CH:21]=[CH:20][C:5]([CH:6]([OH:7])[C@@H:8]2[CH2:12][CH2:11][N:10]([C:13]([O:15][C:16]([CH3:17])([CH3:19])[CH3:18])=[O:14])[CH2:9]2)=[CH:4][C:3]=1[F:22]. (6) The product is: [F:14][C:11]1[CH:12]=[CH:13][C:8]([C:6]2[N:5]=[CH:4][N:3]=[C:2]([NH:17][C:18]3[CH:23]=[C:22]([CH2:24][OH:25])[CH:21]=[CH:20][N:19]=3)[CH:7]=2)=[C:9]([O:15][CH3:16])[CH:10]=1. Given the reactants Cl[C:2]1[CH:7]=[C:6]([C:8]2[CH:13]=[CH:12][C:11]([F:14])=[CH:10][C:9]=2[O:15][CH3:16])[N:5]=[CH:4][N:3]=1.[NH2:17][C:18]1[CH:23]=[C:22]([CH2:24][OH:25])[CH:21]=[CH:20][N:19]=1.CC1(C)C2C=CC=C(P(C3C=CC=CC=3)C3C=CC=CC=3)C=2OC2C1=CC=CC=2P(C1C=CC=CC=1)C1C=CC=CC=1.C(=O)([O-])[O-].[Cs+].[Cs+], predict the reaction product. (7) Given the reactants [N:1]1[CH:6]=[CH:5][CH:4]=[CH:3][C:2]=1[NH:7][C:8](=[O:16])OC1C=CC=CC=1.[N+:17]([C:20]1[CH:21]=[C:22]2[C:26](=[CH:27][CH:28]=1)[NH:25][CH2:24][CH2:23]2)([O-:19])=[O:18].C(N(CC)CC)C.C(OCC)(=O)C, predict the reaction product. The product is: [N+:17]([C:20]1[CH:21]=[C:22]2[C:26](=[CH:27][CH:28]=1)[N:25]([C:8]([NH:7][C:2]1[CH:3]=[CH:4][CH:5]=[CH:6][N:1]=1)=[O:16])[CH2:24][CH2:23]2)([O-:19])=[O:18]. (8) Given the reactants [Cl:1][C:2]1[CH:3]=[CH:4][C:5](F)=[C:6]([CH:9]=1)[CH:7]=[O:8].[NH:11]1[CH:15]=[N:14][CH:13]=[N:12]1.C(=O)([O-])[O-].[Cs+].[Cs+], predict the reaction product. The product is: [Cl:1][C:2]1[CH:3]=[CH:4][C:5]([N:11]2[CH:15]=[N:14][CH:13]=[N:12]2)=[C:6]([CH:9]=1)[CH:7]=[O:8]. (9) Given the reactants [Cl:1][C:2]1[C:7](=[O:8])[N:6]([C:9]2[CH:10]=[C:11]([CH:19]=[CH:20][C:21]=2[CH3:22])[C:12]([NH:14][CH2:15][C:16]([NH2:18])=[O:17])=[O:13])[CH:5]=[N:4][C:3]=1[O:23][CH2:24][C:25]1[CH:30]=[CH:29][C:28]([F:31])=[CH:27][C:26]=1[F:32].Cl.N[CH2:35]C(N)=O, predict the reaction product. The product is: [Cl:1][C:2]1[C:7](=[O:8])[N:6]([C:9]2[CH:10]=[C:11]([CH:19]=[CH:20][C:21]=2[CH3:22])[C:12]([NH:14][CH2:15][C:16]([NH:18][CH3:35])=[O:17])=[O:13])[CH:5]=[N:4][C:3]=1[O:23][CH2:24][C:25]1[CH:30]=[CH:29][C:28]([F:31])=[CH:27][C:26]=1[F:32]. (10) Given the reactants [OH:1][CH2:2][CH:3]([CH2:5][OH:6])[OH:4].Cl[C:8]([C:25]1[CH:30]=[CH:29][CH:28]=[CH:27][CH:26]=1)([C:17]1[CH:22]=[CH:21][C:20]([O:23][CH3:24])=[CH:19][CH:18]=1)[C:9]1[CH:14]=[CH:13][C:12]([O:15][CH3:16])=[CH:11][CH:10]=1, predict the reaction product. The product is: [CH3:24][O:23][C:20]1[CH:19]=[CH:18][C:17]([C:8]([C:9]2[CH:10]=[CH:11][C:12]([O:15][CH3:16])=[CH:13][CH:14]=2)([C:25]2[CH:30]=[CH:29][CH:28]=[CH:27][CH:26]=2)[O:1][CH2:2][CH:3]([OH:4])[CH2:5][OH:6])=[CH:22][CH:21]=1.